Dataset: Reaction yield outcomes from USPTO patents with 853,638 reactions. Task: Predict the reaction yield, written as a fraction of the theoretical maximum amount of product (1.0 means a 100% yield; for example, 0.34 means a 34% yield). (1) The reactants are C(=O)([O:7][C:8]1[C:20]2[CH2:19][O:18][C:17](=[O:21])[C:16]=2[C:15]([C:22]2[CH:27]=[CH:26][C:25]([C:28]#[N:29])=[CH:24][CH:23]=2)=[C:14]2[C:9]=1[CH:10]=[C:11]([O:32][CH3:33])[C:12]([O:30][CH3:31])=[CH:13]2)OC(C)(C)C.N1CCCCC1.Cl. The catalyst is ClCCl. The product is [OH:7][C:8]1[C:20]2[CH2:19][O:18][C:17](=[O:21])[C:16]=2[C:15]([C:22]2[CH:27]=[CH:26][C:25]([C:28]#[N:29])=[CH:24][CH:23]=2)=[C:14]2[C:9]=1[CH:10]=[C:11]([O:32][CH3:33])[C:12]([O:30][CH3:31])=[CH:13]2. The yield is 0.740. (2) The reactants are [Cl:1][C:2]1[CH:7]=[C:6]([Cl:8])[CH:5]=[CH:4][C:3]=1[C:9]1[O:13][N:12]=[CH:11][C:10]=1[CH2:14][CH2:15][C:16]([OH:18])=[O:17].S(=O)(=O)(O)O.[CH3:24]O. No catalyst specified. The product is [Cl:1][C:2]1[CH:7]=[C:6]([Cl:8])[CH:5]=[CH:4][C:3]=1[C:9]1[O:13][N:12]=[CH:11][C:10]=1[CH2:14][CH2:15][C:16]([O:18][CH3:24])=[O:17]. The yield is 0.940. (3) The reactants are C([O:8][C:9]1[CH:14]=[CH:13][N:12]([CH2:15][C:16]2[CH:21]=[CH:20][C:19]([O:22]CC3C=CC=CC=3)=[CH:18][CH:17]=2)[C:11](=[O:30])[C:10]=1[Br:31])C1C=CC=CC=1.[H][H]. The catalyst is C(O)(=O)C.[Pd]. The product is [Br:31][C:10]1[C:11](=[O:30])[N:12]([CH2:15][C:16]2[CH:21]=[CH:20][C:19]([OH:22])=[CH:18][CH:17]=2)[CH:13]=[CH:14][C:9]=1[OH:8]. The yield is 0.800. (4) The reactants are [CH3:1][C@H:2]1[C@@H:12]2[CH2:13][CH2:14][C@:15]3([CH3:19])[O:17][O:18][C@:11]42[C@H:5]([C@@H:6]([CH3:20])[C:7]([O:9][C@@H:10]4[O:16]3)=[O:8])[CH2:4][CH2:3]1.[BH4-].[Na+].[OH-:23].[K+].[CH3:25][OH:26]. The catalyst is O1CCCC1. The product is [CH3:1][C@@H:2]1[C@H:12]2[CH2:13][CH2:14][C@@:15]3([CH3:19])[O:17][O:18][C@@:11]42[C@H:5]([C@H:6]([CH3:20])[C@H:7]([O:8][CH2:1][C:2]2[CH:3]=[CH:4][C:5]([C:25]([OH:26])=[O:23])=[CH:11][CH:12]=2)[O:9][C@@H:10]4[O:16]3)[CH2:4][CH2:3]1. The yield is 0.0800. (5) The reactants are Cl.[F:2][C:3]1[CH:8]=[CH:7][C:6]([C:9]#[C:10][CH:11]2[CH2:16][CH2:15][CH2:14][NH:13][CH2:12]2)=[CH:5][CH:4]=1.CCN(C(C)C)C(C)C.[F:26][C:27]1[CH:35]=[CH:34][C:30]([C:31](Cl)=[O:32])=[CH:29][CH:28]=1. The catalyst is C1COCC1. The product is [F:26][C:27]1[CH:35]=[CH:34][C:30]([C:31]([N:13]2[CH2:14][CH2:15][CH2:16][CH:11]([C:10]#[C:9][C:6]3[CH:7]=[CH:8][C:3]([F:2])=[CH:4][CH:5]=3)[CH2:12]2)=[O:32])=[CH:29][CH:28]=1. The yield is 0.450. (6) The reactants are C(N(CC)CC)C.[CH2:8]([OH:10])[CH3:9].[N:11]1[CH:16]=[CH:15][CH:14]=[CH:13][C:12]=1[S:17](Cl)(=[O:19])=[O:18]. The catalyst is ClCCl. The product is [N:11]1[CH:16]=[CH:15][CH:14]=[CH:13][C:12]=1[S:17]([C:8](=[O:10])[CH3:9])(=[O:19])=[O:18]. The yield is 0.950. (7) The reactants are [I:1][C:2]1[CH:7]=[CH:6][CH:5]=[CH:4][C:3]=1[OH:8].[H-].[Na+].Br[CH2:12][CH:13]=[CH:14][CH2:15][CH3:16]. The catalyst is CN(C=O)C. The product is [I:1][C:2]1[CH:7]=[CH:6][CH:5]=[CH:4][C:3]=1[O:8][CH2:12][CH:13]=[CH:14][CH2:15][CH3:16]. The yield is 0.990.